Predict the reaction yield, written as a fraction of the theoretical maximum amount of product (1.0 means a 100% yield; for example, 0.34 means a 34% yield). From a dataset of Reaction yield outcomes from USPTO patents with 853,638 reactions. (1) The reactants are [CH3:1][N:2]([CH3:18])[C:3]1[N:8]=[C:7]([NH:9][C@@H:10]2[CH2:15][CH2:14][C@H:13]([NH2:16])[CH2:12][CH2:11]2)[C:6]([CH3:17])=[CH:5][N:4]=1.[CH2:19]([O:21][C:22]1[CH:23]=[C:24]([CH:28]=[CH:29][C:30]=1[O:31][CH2:32][CH3:33])[C:25](O)=[O:26])[CH3:20].N1C=CC=CC=1.CN(C(ON1N=NC2C=CC=NC1=2)=[N+](C)C)C.F[P-](F)(F)(F)(F)F.[C:64]([OH:70])([C:66]([F:69])([F:68])[F:67])=[O:65]. The catalyst is CN(C=O)C.CS(C)=O. The product is [F:67][C:66]([F:69])([F:68])[C:64]([OH:70])=[O:65].[CH3:1][N:2]([CH3:18])[C:3]1[N:8]=[C:7]([NH:9][C@@H:10]2[CH2:15][CH2:14][C@H:13]([NH:16][C:25](=[O:26])[C:24]3[CH:28]=[CH:29][C:30]([O:31][CH2:32][CH3:33])=[C:22]([O:21][CH2:19][CH3:20])[CH:23]=3)[CH2:12][CH2:11]2)[C:6]([CH3:17])=[CH:5][N:4]=1. The yield is 0.280. (2) The reactants are [Cl:1][C:2]1[C:7]([C:8]2[CH:13]=[C:12]([S:14]([CH2:17][CH3:18])(=[O:16])=[O:15])[CH:11]=[CH:10][C:9]=2[O:19][C:20]2[CH:25]=[CH:24][CH:23]=[CH:22][C:21]=2I)=[CH:6][N:5]([CH3:27])[C:4](=[O:28])[CH:3]=1.[CH2:29]([OH:33])[CH2:30][C:31]#[CH:32].C(N(CC)CC)C. The catalyst is CN(C)C=O.[Cu]I.C1C=CC(P(C2C=CC=CC=2)C2C=CC=CC=2)=CC=1.C1C=CC(P(C2C=CC=CC=2)C2C=CC=CC=2)=CC=1.Cl[Pd]Cl. The product is [Cl:1][C:2]1[C:7]([C:8]2[CH:13]=[C:12]([S:14]([CH2:17][CH3:18])(=[O:16])=[O:15])[CH:11]=[CH:10][C:9]=2[O:19][C:20]2[CH:25]=[CH:24][CH:23]=[CH:22][C:21]=2[C:32]#[C:31][CH2:30][CH2:29][OH:33])=[CH:6][N:5]([CH3:27])[C:4](=[O:28])[CH:3]=1. The yield is 0.830. (3) The reactants are [CH2:1]([O:3][C:4]([C:6]1[CH:7]=[N:8][C:9]2[C:14]([C:15]=1Cl)=[CH:13][CH:12]=[CH:11][C:10]=2[O:17][CH3:18])=[O:5])[CH3:2].[CH3:19][C:20]([CH3:24])([CH3:23])[CH2:21][NH2:22]. No catalyst specified. The product is [CH2:1]([O:3][C:4]([C:6]1[CH:7]=[N:8][C:9]2[C:14]([C:15]=1[NH:22][CH2:21][C:20]([CH3:24])([CH3:23])[CH3:19])=[CH:13][CH:12]=[CH:11][C:10]=2[O:17][CH3:18])=[O:5])[CH3:2]. The yield is 1.00. (4) The reactants are [NH:1]1[CH:5]=[CH:4][CH:3]=[N:2]1.[O:6]1[CH:11]=[CH:10][CH2:9][CH2:8][CH2:7]1. The catalyst is C(O)(C(F)(F)F)=O.[H-].[Na+]. The product is [O:6]1[CH2:11][CH2:10][CH2:9][CH2:8][CH:7]1[N:1]1[CH:5]=[CH:4][CH:3]=[N:2]1. The yield is 0.990.